From a dataset of Forward reaction prediction with 1.9M reactions from USPTO patents (1976-2016). Predict the product of the given reaction. (1) Given the reactants Cl.O1CCOCC1.[NH2:8][C:9]1[N:10]=[CH:11][C:12]([C:26]2[CH2:27][CH2:28][N:29](C(OC(C)(C)C)=O)[CH2:30][CH:31]=2)=[N:13][C:14]=1[C:15]1[N:19]=[C:18]([C:20]2[CH:25]=[CH:24][CH:23]=[CH:22][CH:21]=2)[O:17][N:16]=1, predict the reaction product. The product is: [C:20]1([C:18]2[O:17][N:16]=[C:15]([C:14]3[C:9]([NH2:8])=[N:10][CH:11]=[C:12]([C:26]4[CH2:27][CH2:28][NH:29][CH2:30][CH:31]=4)[N:13]=3)[N:19]=2)[CH:21]=[CH:22][CH:23]=[CH:24][CH:25]=1. (2) Given the reactants [N+:1]([C:4]1[CH:5]=[C:6]([CH:14]=[C:15]([C:17]([F:20])([F:19])[F:18])[CH:16]=1)[CH2:7][N:8]1[CH2:13][CH2:12][O:11][CH2:10][CH2:9]1)([O-])=O.C(O)C.O.NN, predict the reaction product. The product is: [N:8]1([CH2:7][C:6]2[CH:5]=[C:4]([NH2:1])[CH:16]=[C:15]([C:17]([F:18])([F:20])[F:19])[CH:14]=2)[CH2:13][CH2:12][O:11][CH2:10][CH2:9]1. (3) Given the reactants [F:1][C:2]1[CH:20]=[C:19]([N+:21]([O-])=O)[CH:18]=[CH:17][C:3]=1[O:4][C:5]1[C:6]2[S:13][C:12]([S:14]([CH3:16])=[O:15])=[CH:11][C:7]=2[N:8]=[CH:9][N:10]=1.FC1C=C(N[C:44]([NH:46][C:47](=[O:55])[CH2:48][C:49]2[CH:54]=[CH:53][CH:52]=[CH:51][CH:50]=2)=[S:45])C=CC=1OC1C2SC(SC)=CC=2N=CN=1, predict the reaction product. The product is: [F:1][C:2]1[CH:20]=[C:19]([NH:21][C:44]([NH:46][C:47](=[O:55])[CH2:48][C:49]2[CH:50]=[CH:51][CH:52]=[CH:53][CH:54]=2)=[S:45])[CH:18]=[CH:17][C:3]=1[O:4][C:5]1[C:6]2[S:13][C:12]([S:14]([CH3:16])=[O:15])=[CH:11][C:7]=2[N:8]=[CH:9][N:10]=1. (4) Given the reactants [C:1]([O:5][C:6]([NH:8][C@@H:9]([CH2:14][C:15]1[CH:20]=[CH:19][C:18]([S:21]([C:24]2[CH:29]=[CH:28][CH:27]=[CH:26][CH:25]=2)(=[O:23])=[O:22])=[CH:17][CH:16]=1)[C:10]([O:12]C)=[O:11])=[O:7])([CH3:4])([CH3:3])[CH3:2].O.[OH-].[Li+], predict the reaction product. The product is: [C:1]([O:5][C:6]([NH:8][C@@H:9]([CH2:14][C:15]1[CH:20]=[CH:19][C:18]([S:21]([C:24]2[CH:25]=[CH:26][CH:27]=[CH:28][CH:29]=2)(=[O:22])=[O:23])=[CH:17][CH:16]=1)[C:10]([OH:12])=[O:11])=[O:7])([CH3:4])([CH3:2])[CH3:3]. (5) Given the reactants [OH:1][C@@H:2]1[CH2:22][N:5]2[C:6](=[O:21])[N:7]([C:9]3[CH:14]=[CH:13][C:12]([O:15][CH2:16][C:17]([F:20])([F:19])[F:18])=[CH:11][CH:10]=3)[CH2:8][C@H:4]2[CH2:3]1.[H-].[Na+].Br[CH2:26][CH2:27][CH:28]([CH3:30])[CH3:29], predict the reaction product. The product is: [CH3:29][CH:28]([CH3:30])[CH2:27][CH2:26][O:1][C@@H:2]1[CH2:22][N:5]2[C:6](=[O:21])[N:7]([C:9]3[CH:10]=[CH:11][C:12]([O:15][CH2:16][C:17]([F:20])([F:18])[F:19])=[CH:13][CH:14]=3)[CH2:8][C@H:4]2[CH2:3]1. (6) Given the reactants [F:1][C:2]1[CH:3]=[C:4]2[C:9](=[C:10]([CH:12]=[C:13]([C:19](=O)[CH3:20])[C:14]([O:16][CH2:17][CH3:18])=[O:15])[CH:11]=1)[O:8][C:7]([CH3:22])=[CH:6][C:5]2=[O:23].[NH2:24][C:25]([C:29]([F:32])([F:31])[F:30])=[CH:26][C:27]#[N:28].CC(C)([O-])C.[K+], predict the reaction product. The product is: [C:27]([C:26]1[CH:12]([C:10]2[CH:11]=[C:2]([F:1])[CH:3]=[C:4]3[C:9]=2[O:8][C:7]([CH3:22])=[CH:6][C:5]3=[O:23])[C:13]([C:14]([O:16][CH2:17][CH3:18])=[O:15])=[C:19]([CH3:20])[NH:24][C:25]=1[C:29]([F:32])([F:31])[F:30])#[N:28].